From a dataset of Forward reaction prediction with 1.9M reactions from USPTO patents (1976-2016). Predict the product of the given reaction. (1) Given the reactants [C:1]([C:5]1[N:6]([CH2:17][CH:18]2[CH2:23][CH2:22][O:21][CH2:20][CH2:19]2)[CH:7]=[C:8]([C:10]2[CH:15]=[N:14][CH:13]=[C:12](Cl)[N:11]=2)[N:9]=1)([CH3:4])([CH3:3])[CH3:2].[C:24]1(P(C2C=CC=CC=2)C2C=CC3C(=CC=CC=3)C=2C2C3C(=CC=CC=3)C=CC=2P(C2C=CC=CC=2)C2C=CC=CC=2)[CH:29]=CC=C[CH:25]=1.[C:70]([O-:73])(=[O:72])C.[K+].C(=O)([O-])O.[Na+], predict the reaction product. The product is: [CH2:25]([O:73][C:70]([C:10]1([C:8]2[N:9]=[C:5]([C:1]([CH3:4])([CH3:3])[CH3:2])[N:6]([CH2:17][CH:18]3[CH2:23][CH2:22][O:21][CH2:20][CH2:19]3)[CH:7]=2)[CH:15]=[N:14][CH:13]=[CH:12][NH:11]1)=[O:72])[CH2:24][CH3:29]. (2) Given the reactants Cl[C:2]1[CH:10]=[C:9]([C:11]([NH:13][CH2:14][CH2:15][N:16]([CH3:18])[CH3:17])=[O:12])[C:8]([CH3:19])=[C:7]2[C:3]=1[C:4]1[CH:23]=[C:22]([CH3:24])[CH:21]=[N:20][C:5]=1[NH:6]2.[CH:25]1([NH:28][C:29]([C:31]2[CH:32]=[C:33](B(O)O)[CH:34]=[CH:35][CH:36]=2)=[O:30])[CH2:27][CH2:26]1.C(S(C1C=C(C2C=C(C(F)(F)F)C(C)=C([N+]([O-])=O)C=2C2C(F)=NC=C(C)C=2)C=CC=1)(=O)=O)C, predict the reaction product. The product is: [CH:25]1([NH:28][C:29]([C:31]2[CH:36]=[C:35]([C:2]3[CH:10]=[C:9]([C:11]([NH:13][CH2:14][CH2:15][N:16]([CH3:18])[CH3:17])=[O:12])[C:8]([CH3:19])=[C:7]4[C:3]=3[C:4]3[CH:23]=[C:22]([CH3:24])[CH:21]=[N:20][C:5]=3[NH:6]4)[CH:34]=[CH:33][CH:32]=2)=[O:30])[CH2:26][CH2:27]1. (3) Given the reactants [I:1][C:2]1[CH:3]=[C:4]([CH:9]=[CH:10][C:11]=1[O:12][CH:13]1[CH2:17][CH2:16][N:15]([C:18]([N:20]2[CH2:24][CH2:23][CH2:22][CH2:21]2)=[O:19])[CH2:14]1)[C:5]([O:7]C)=[O:6].[Li+].[OH-].C1COCC1.C(O)(=O)CC(CC(O)=O)(C(O)=O)O, predict the reaction product. The product is: [I:1][C:2]1[CH:3]=[C:4]([CH:9]=[CH:10][C:11]=1[O:12][CH:13]1[CH2:17][CH2:16][N:15]([C:18]([N:20]2[CH2:24][CH2:23][CH2:22][CH2:21]2)=[O:19])[CH2:14]1)[C:5]([OH:7])=[O:6].